Dataset: Reaction yield outcomes from USPTO patents with 853,638 reactions. Task: Predict the reaction yield, written as a fraction of the theoretical maximum amount of product (1.0 means a 100% yield; for example, 0.34 means a 34% yield). (1) The reactants are FC(F)(F)C(O)=O.C([O:12][C:13](=[O:42])[CH2:14][CH2:15][CH2:16][O:17][C:18]1[CH:23]=[CH:22][C:21]([C:24]([N:26]2[CH2:35][C:34]3[CH:33]=[N:32][N:31]([CH3:36])[C:30]=3[NH:29][C:28]3[CH:37]=[CH:38][CH:39]=[CH:40][C:27]2=3)=[O:25])=[CH:20][C:19]=1[CH3:41])(C)(C)C. The catalyst is ClCCl. The product is [CH3:41][C:19]1[CH:20]=[C:21]([C:24]([N:26]2[CH2:35][C:34]3[CH:33]=[N:32][N:31]([CH3:36])[C:30]=3[NH:29][C:28]3[CH:37]=[CH:38][CH:39]=[CH:40][C:27]2=3)=[O:25])[CH:22]=[CH:23][C:18]=1[O:17][CH2:16][CH2:15][CH2:14][C:13]([OH:42])=[O:12]. The yield is 1.00. (2) The reactants are [NH2:1][C:2]1[CH:3]=[C:4]([CH:7]=[C:8]([CH:11]=[CH2:12])[C:9]=1[Cl:10])[C:5]#[N:6].Cl[C:14]1[N:19]=[C:18]([N:20]([CH:30]2[CH2:32][CH2:31]2)[CH2:21][C:22]2[CH:27]=[CH:26][C:25]([O:28][CH3:29])=[CH:24][CH:23]=2)[C:17]2=[N:33][CH:34]=[C:35]([C:36]#[N:37])[N:16]2[N:15]=1.C([O-])([O-])=O.[Cs+].[Cs+].C1(P(C2C=CC=CC=2)C2C3OC4C(=CC=CC=4P(C4C=CC=CC=4)C4C=CC=CC=4)C(C)(C)C=3C=CC=2)C=CC=CC=1. The catalyst is C1C=CC(P(C2C=CC=CC=2)[C-]2C=CC=C2)=CC=1.C1C=CC(P(C2C=CC=CC=2)[C-]2C=CC=C2)=CC=1.[Fe+2].CC([O-])=O.CC([O-])=O.[Pd+2]. The product is [Cl:10][C:9]1[C:8]([CH:11]=[CH2:12])=[CH:7][C:4]([C:5]#[N:6])=[CH:3][C:2]=1[NH:1][C:14]1[N:19]=[C:18]([N:20]([CH:30]2[CH2:32][CH2:31]2)[CH2:21][C:22]2[CH:27]=[CH:26][C:25]([O:28][CH3:29])=[CH:24][CH:23]=2)[C:17]2=[N:33][CH:34]=[C:35]([C:36]#[N:37])[N:16]2[N:15]=1. The yield is 0.510. (3) The reactants are [CH3:1][C:2]1[NH:3][C:4](=[O:26])[C:5]([CH2:11][C:12]2[CH:17]=[CH:16][C:15]([C:18]3[C:19]([C:24]#[N:25])=[CH:20][CH:21]=[CH:22][CH:23]=3)=[CH:14][CH:13]=2)=[C:6]([CH2:8][CH2:9][CH3:10])[N:7]=1.[CH3:27][C:28]1([CH3:41])[CH2:37][CH2:36][C:35]2[C:30](=[CH:31][CH:32]=[C:33](B(O)O)[CH:34]=2)[O:29]1.[N:42]1C=CC=CC=1.C(N(CC)CC)C.[C:55]([O:58]CC)(=[O:57])C. The catalyst is C([O-])(=O)C.[Cu+2].C([O-])(=O)C.ClCCl. The product is [CH3:27][C:28]1([CH3:41])[CH2:37][CH2:36][C:35]2[C:30](=[CH:31][CH:32]=[C:33]([N:3]3[C:4](=[O:26])[C:5]([CH2:11][C:12]4[CH:17]=[CH:16][C:15]([C:18]5[CH:23]=[CH:22][CH:21]=[CH:20][C:19]=5[C:24]5[NH:42][C:55](=[O:57])[O:58][N:25]=5)=[CH:14][CH:13]=4)=[C:6]([CH2:8][CH2:9][CH3:10])[N:7]=[C:2]3[CH3:1])[CH:34]=2)[O:29]1. The yield is 0.800. (4) The reactants are [CH2:1]([C@H:4]1[C:8](=[O:9])[N:7]([C:10]([O:12][C:13]([CH3:16])([CH3:15])[CH3:14])=[O:11])[C@H:6]([C:17](OCC)=[O:18])[CH2:5]1)[CH:2]=[CH2:3].[BH4-].[Na+]. The product is [OH:18][CH2:17][C@@H:6]([NH:7][C:10](=[O:11])[O:12][C:13]([CH3:16])([CH3:15])[CH3:14])[CH2:5][C@H:4]([CH2:8][OH:9])[CH2:1][CH:2]=[CH2:3]. The catalyst is CO.O. The yield is 0.850. (5) The yield is 0.750. The reactants are [CH3:1][CH:2]1[CH2:7][CH2:6][N:5]([C:8]2[C:13]([CH2:14][NH2:15])=[CH:12][CH:11]=[C:10]([C:16]([F:19])([F:18])[F:17])[N:9]=2)[CH2:4][CH2:3]1.C(N(CC)CC)C.[OH:27][CH2:28][CH2:29][O:30][C:31]1[N:36]=[CH:35][C:34]([NH:37][C:38](=O)[O:39]C2C=CC=CC=2)=[CH:33][CH:32]=1. The catalyst is C(#N)C. The product is [OH:27][CH2:28][CH2:29][O:30][C:31]1[N:36]=[CH:35][C:34]([NH:37][C:38]([NH:15][CH2:14][C:13]2[C:8]([N:5]3[CH2:4][CH2:3][CH:2]([CH3:1])[CH2:7][CH2:6]3)=[N:9][C:10]([C:16]([F:19])([F:17])[F:18])=[CH:11][CH:12]=2)=[O:39])=[CH:33][CH:32]=1.